From a dataset of Reaction yield outcomes from USPTO patents with 853,638 reactions. Predict the reaction yield, written as a fraction of the theoretical maximum amount of product (1.0 means a 100% yield; for example, 0.34 means a 34% yield). (1) The reactants are [Cl:1][C:2]1[CH:7]=[C:6](C)[CH:5]=[CH:4][C:3]=1[C:9]1[N:27]([CH2:28][C@@H:29]2[CH2:34][CH2:33][CH2:32][N:31]([C:35]([O:37][C:38]([CH3:41])([CH3:40])[CH3:39])=[O:36])[CH2:30]2)[C:12]2[N:13]=[C:14]([NH:17][CH2:18][C:19]3[CH:24]=[CH:23][C:22]([F:25])=[C:21]([F:26])[CH:20]=3)[N:15]=[CH:16][C:11]=2[CH:10]=1.[Cl:42]C1N=CC2C=C(C3C=CC(Cl)=CC=3Cl)N(C[C@@H]3CCCN(C(OC(C)(C)C)=O)C3)C=2N=1. No catalyst specified. The product is [Cl:1][C:2]1[CH:7]=[C:6]([Cl:42])[CH:5]=[CH:4][C:3]=1[C:9]1[N:27]([CH2:28][C@@H:29]2[CH2:34][CH2:33][CH2:32][N:31]([C:35]([O:37][C:38]([CH3:39])([CH3:41])[CH3:40])=[O:36])[CH2:30]2)[C:12]2[N:13]=[C:14]([NH:17][CH2:18][C:19]3[CH:24]=[CH:23][C:22]([F:25])=[C:21]([F:26])[CH:20]=3)[N:15]=[CH:16][C:11]=2[CH:10]=1. The yield is 0.540. (2) The catalyst is CN(C=O)C.O. The yield is 0.610. The product is [O:13]=[C:11]([N:53]1[CH2:54][CH2:55][CH:56]([NH:59][C:60]2[CH:65]=[CH:64][CH:63]=[CH:62][C:61]=2[C:66]([F:67])([F:68])[F:69])[CH2:57][CH2:58]1)[CH2:10][NH:9][C:7]([C:4]1[CH:3]=[CH:2][C:1]([C:14]2[CH:19]=[CH:18][CH:17]=[CH:16][CH:15]=2)=[CH:6][CH:5]=1)=[O:8]. The reactants are [C:1]1([C:14]2[CH:19]=[CH:18][CH:17]=[CH:16][CH:15]=2)[CH:6]=[CH:5][C:4]([C:7]([NH:9][CH2:10][C:11]([OH:13])=O)=[O:8])=[CH:3][CH:2]=1.CCN(C(C)C)C(C)C.C1C=CC2N(O)N=NC=2C=1.CCN=C=NCCCN(C)C.Cl.Cl.Cl.[NH:53]1[CH2:58][CH2:57][CH:56]([NH:59][C:60]2[CH:65]=[CH:64][CH:63]=[CH:62][C:61]=2[C:66]([F:69])([F:68])[F:67])[CH2:55][CH2:54]1. (3) The reactants are [CH3:1][N:2]([CH3:32])[C:3]([C:5]1[N:26]([CH:27]2[CH2:31][CH2:30][CH2:29][CH2:28]2)[C:8]2[N:9]=[C:10]([NH:13][C:14]3[CH:19]=[CH:18][C:17]([N:20]4[CH2:25][CH2:24][NH:23][CH2:22][CH2:21]4)=[CH:16][N:15]=3)[N:11]=[CH:12][C:7]=2[CH:6]=1)=[O:4].[N:33]1([C:38](Cl)=[O:39])[CH2:37][CH2:36][CH2:35][CH2:34]1. No catalyst specified. The product is [CH3:1][N:2]([CH3:32])[C:3]([C:5]1[N:26]([CH:27]2[CH2:31][CH2:30][CH2:29][CH2:28]2)[C:8]2[N:9]=[C:10]([NH:13][C:14]3[CH:19]=[CH:18][C:17]([N:20]4[CH2:21][CH2:22][N:23]([C:38]([N:33]5[CH2:37][CH2:36][CH2:35][CH2:34]5)=[O:39])[CH2:24][CH2:25]4)=[CH:16][N:15]=3)[N:11]=[CH:12][C:7]=2[CH:6]=1)=[O:4]. The yield is 0.700. (4) The reactants are [CH3:1][C:2]1[C:6]([CH3:7])=[C:5]([NH:8][C:9](=[O:16])OCC(Cl)(Cl)Cl)[O:4][N:3]=1.[F:17][C:18]1[C:23]([F:24])=[CH:22][CH:21]=[CH:20][C:19]=1[C:25]1[N:30]=[C:29]([N:31]2[CH2:36][CH2:35][NH:34][CH2:33][CH2:32]2)[CH:28]=[CH:27][CH:26]=1. No catalyst specified. The product is [F:17][C:18]1[C:23]([F:24])=[CH:22][CH:21]=[CH:20][C:19]=1[C:25]1[N:30]=[C:29]([N:31]2[CH2:32][CH2:33][N:34]([C:9]([NH:8][C:5]3[O:4][N:3]=[C:2]([CH3:1])[C:6]=3[CH3:7])=[O:16])[CH2:35][CH2:36]2)[CH:28]=[CH:27][CH:26]=1. The yield is 0.500. (5) The reactants are Br[C:2]1[S:3][C:4]([NH:30]C(=O)OC(C)(C)C)=[C:5]([C:7](=[O:29])[NH:8][C:9]2[CH:10]=[N:11][N:12]([CH3:28])[C:13]=2[N:14]2[CH2:20][CH2:19][CH2:18][C@@H:17]([NH:21]C(=O)C(F)(F)F)[CH2:16][CH2:15]2)[N:6]=1.[C:38]1(B(O)O)[CH2:43][CH2:42][CH2:41][CH2:40][CH:39]=1. No catalyst specified. The product is [NH2:30][C:4]1[S:3][C:2]([C:38]2[CH2:43][CH2:42][CH2:41][CH2:40][CH:39]=2)=[N:6][C:5]=1[C:7]([NH:8][C:9]1[CH:10]=[N:11][N:12]([CH3:28])[C:13]=1[N:14]1[CH2:20][CH2:19][CH2:18][C@@H:17]([NH2:21])[CH2:16][CH2:15]1)=[O:29]. The yield is 0.330. (6) The reactants are C(OC([N:6]1[CH:10]=[C:9]([C:11]2[C:12]3[CH:19]=[CH:18][N:17]([CH2:20][O:21][CH2:22][CH2:23][Si:24]([CH3:27])([CH3:26])[CH3:25])[C:13]=3[N:14]=[CH:15][N:16]=2)[CH:8]=[N:7]1)C)C.O.Cl.[OH-].[Na+]. The catalyst is O1CCCC1. The product is [NH:6]1[CH:10]=[C:9]([C:11]2[C:12]3[CH:19]=[CH:18][N:17]([CH2:20][O:21][CH2:22][CH2:23][Si:24]([CH3:27])([CH3:26])[CH3:25])[C:13]=3[N:14]=[CH:15][N:16]=2)[CH:8]=[N:7]1. The yield is 0.821.